Task: Regression. Given two drug SMILES strings and cell line genomic features, predict the synergy score measuring deviation from expected non-interaction effect.. Dataset: NCI-60 drug combinations with 297,098 pairs across 59 cell lines (1) Drug 1: C1CC(=O)NC(=O)C1N2CC3=C(C2=O)C=CC=C3N. Drug 2: CC1C(C(CC(O1)OC2CC(OC(C2O)C)OC3=CC4=CC5=C(C(=O)C(C(C5)C(C(=O)C(C(C)O)O)OC)OC6CC(C(C(O6)C)O)OC7CC(C(C(O7)C)O)OC8CC(C(C(O8)C)O)(C)O)C(=C4C(=C3C)O)O)O)O. Cell line: EKVX. Synergy scores: CSS=4.26, Synergy_ZIP=-1.68, Synergy_Bliss=-3.38, Synergy_Loewe=2.12, Synergy_HSA=-1.32. (2) Synergy scores: CSS=-8.75, Synergy_ZIP=2.29, Synergy_Bliss=-0.309, Synergy_Loewe=-9.50, Synergy_HSA=-6.09. Drug 1: CC(C)(C#N)C1=CC(=CC(=C1)CN2C=NC=N2)C(C)(C)C#N. Drug 2: C1CC(=O)NC(=O)C1N2C(=O)C3=CC=CC=C3C2=O. Cell line: HCT116. (3) Drug 1: CC1=C2C(C(=O)C3(C(CC4C(C3C(C(C2(C)C)(CC1OC(=O)C(C(C5=CC=CC=C5)NC(=O)C6=CC=CC=C6)O)O)OC(=O)C7=CC=CC=C7)(CO4)OC(=O)C)O)C)OC(=O)C. Drug 2: CC1=C(C(=O)C2=C(C1=O)N3CC4C(C3(C2COC(=O)N)OC)N4)N. Cell line: MDA-MB-231. Synergy scores: CSS=29.0, Synergy_ZIP=-12.2, Synergy_Bliss=-8.29, Synergy_Loewe=-4.86, Synergy_HSA=-3.55. (4) Drug 1: C1=CC(=CC=C1CC(C(=O)O)N)N(CCCl)CCCl.Cl. Drug 2: CC1=C(C=C(C=C1)C(=O)NC2=CC(=CC(=C2)C(F)(F)F)N3C=C(N=C3)C)NC4=NC=CC(=N4)C5=CN=CC=C5. Cell line: HCT-15. Synergy scores: CSS=19.9, Synergy_ZIP=0.380, Synergy_Bliss=8.12, Synergy_Loewe=4.04, Synergy_HSA=3.54. (5) Drug 1: CC1=C2C(C(=O)C3(C(CC4C(C3C(C(C2(C)C)(CC1OC(=O)C(C(C5=CC=CC=C5)NC(=O)C6=CC=CC=C6)O)O)OC(=O)C7=CC=CC=C7)(CO4)OC(=O)C)O)C)OC(=O)C. Synergy scores: CSS=52.5, Synergy_ZIP=12.3, Synergy_Bliss=11.4, Synergy_Loewe=-37.9, Synergy_HSA=8.00. Drug 2: CC(C)NC(=O)C1=CC=C(C=C1)CNNC.Cl. Cell line: HCC-2998. (6) Cell line: HCC-2998. Drug 2: C#CCC(CC1=CN=C2C(=N1)C(=NC(=N2)N)N)C3=CC=C(C=C3)C(=O)NC(CCC(=O)O)C(=O)O. Synergy scores: CSS=41.6, Synergy_ZIP=0.529, Synergy_Bliss=-2.53, Synergy_Loewe=-3.94, Synergy_HSA=-2.15. Drug 1: CC1=C2C(C(=O)C3(C(CC4C(C3C(C(C2(C)C)(CC1OC(=O)C(C(C5=CC=CC=C5)NC(=O)OC(C)(C)C)O)O)OC(=O)C6=CC=CC=C6)(CO4)OC(=O)C)O)C)O. (7) Drug 1: CC1=C(C(=CC=C1)Cl)NC(=O)C2=CN=C(S2)NC3=CC(=NC(=N3)C)N4CCN(CC4)CCO. Drug 2: CC(C)(C#N)C1=CC(=CC(=C1)CN2C=NC=N2)C(C)(C)C#N. Cell line: NCI/ADR-RES. Synergy scores: CSS=0.968, Synergy_ZIP=5.00, Synergy_Bliss=-0.324, Synergy_Loewe=-1.08, Synergy_HSA=-0.726.